From a dataset of NCI-60 drug combinations with 297,098 pairs across 59 cell lines. Regression. Given two drug SMILES strings and cell line genomic features, predict the synergy score measuring deviation from expected non-interaction effect. (1) Drug 1: C1=CC=C(C=C1)NC(=O)CCCCCCC(=O)NO. Drug 2: CCN(CC)CCNC(=O)C1=C(NC(=C1C)C=C2C3=C(C=CC(=C3)F)NC2=O)C. Cell line: SNB-19. Synergy scores: CSS=7.89, Synergy_ZIP=0.422, Synergy_Bliss=1.20, Synergy_Loewe=-4.06, Synergy_HSA=-1.40. (2) Synergy scores: CSS=-1.77, Synergy_ZIP=0.252, Synergy_Bliss=-2.88, Synergy_Loewe=-6.55, Synergy_HSA=-5.89. Drug 2: C1CNP(=O)(OC1)N(CCCl)CCCl. Drug 1: CN(C)N=NC1=C(NC=N1)C(=O)N. Cell line: NCI-H322M. (3) Drug 1: CCC1(CC2CC(C3=C(CCN(C2)C1)C4=CC=CC=C4N3)(C5=C(C=C6C(=C5)C78CCN9C7C(C=CC9)(C(C(C8N6C)(C(=O)OC)O)OC(=O)C)CC)OC)C(=O)OC)O.OS(=O)(=O)O. Drug 2: CC=C1C(=O)NC(C(=O)OC2CC(=O)NC(C(=O)NC(CSSCCC=C2)C(=O)N1)C(C)C)C(C)C. Cell line: HS 578T. Synergy scores: CSS=45.3, Synergy_ZIP=0.365, Synergy_Bliss=-0.145, Synergy_Loewe=-42.0, Synergy_HSA=-1.58. (4) Drug 1: C(CC(=O)O)C(=O)CN.Cl. Drug 2: N.N.Cl[Pt+2]Cl. Cell line: MCF7. Synergy scores: CSS=22.5, Synergy_ZIP=-10.6, Synergy_Bliss=-2.45, Synergy_Loewe=-13.2, Synergy_HSA=0.421. (5) Drug 1: CC1=CC2C(CCC3(C2CCC3(C(=O)C)OC(=O)C)C)C4(C1=CC(=O)CC4)C. Drug 2: CCC(=C(C1=CC=CC=C1)C2=CC=C(C=C2)OCCN(C)C)C3=CC=CC=C3.C(C(=O)O)C(CC(=O)O)(C(=O)O)O. Cell line: NCI-H522. Synergy scores: CSS=0.896, Synergy_ZIP=-0.460, Synergy_Bliss=-1.26, Synergy_Loewe=-1.64, Synergy_HSA=-1.30. (6) Drug 1: CNC(=O)C1=CC=CC=C1SC2=CC3=C(C=C2)C(=NN3)C=CC4=CC=CC=N4. Drug 2: CC1=C2C(C(=O)C3(C(CC4C(C3C(C(C2(C)C)(CC1OC(=O)C(C(C5=CC=CC=C5)NC(=O)OC(C)(C)C)O)O)OC(=O)C6=CC=CC=C6)(CO4)OC(=O)C)OC)C)OC. Cell line: KM12. Synergy scores: CSS=43.7, Synergy_ZIP=-3.83, Synergy_Bliss=-1.37, Synergy_Loewe=-10.2, Synergy_HSA=1.45. (7) Drug 1: CC1CCC2CC(C(=CC=CC=CC(CC(C(=O)C(C(C(=CC(C(=O)CC(OC(=O)C3CCCCN3C(=O)C(=O)C1(O2)O)C(C)CC4CCC(C(C4)OC)O)C)C)O)OC)C)C)C)OC. Drug 2: CCCCC(=O)OCC(=O)C1(CC(C2=C(C1)C(=C3C(=C2O)C(=O)C4=C(C3=O)C=CC=C4OC)O)OC5CC(C(C(O5)C)O)NC(=O)C(F)(F)F)O. Cell line: MALME-3M. Synergy scores: CSS=29.3, Synergy_ZIP=-0.259, Synergy_Bliss=1.27, Synergy_Loewe=-1.93, Synergy_HSA=-1.01. (8) Drug 1: COC1=CC(=CC(=C1O)OC)C2C3C(COC3=O)C(C4=CC5=C(C=C24)OCO5)OC6C(C(C7C(O6)COC(O7)C8=CC=CS8)O)O. Drug 2: CN1C(=O)N2C=NC(=C2N=N1)C(=O)N. Cell line: SF-295. Synergy scores: CSS=54.1, Synergy_ZIP=1.67, Synergy_Bliss=2.48, Synergy_Loewe=-5.18, Synergy_HSA=3.99. (9) Drug 1: CC1=C2C(C(=O)C3(C(CC4C(C3C(C(C2(C)C)(CC1OC(=O)C(C(C5=CC=CC=C5)NC(=O)OC(C)(C)C)O)O)OC(=O)C6=CC=CC=C6)(CO4)OC(=O)C)OC)C)OC. Drug 2: CC1C(C(=O)NC(C(=O)N2CCCC2C(=O)N(CC(=O)N(C(C(=O)O1)C(C)C)C)C)C(C)C)NC(=O)C3=C4C(=C(C=C3)C)OC5=C(C(=O)C(=C(C5=N4)C(=O)NC6C(OC(=O)C(N(C(=O)CN(C(=O)C7CCCN7C(=O)C(NC6=O)C(C)C)C)C)C(C)C)C)N)C. Cell line: SK-MEL-2. Synergy scores: CSS=48.9, Synergy_ZIP=3.55, Synergy_Bliss=5.31, Synergy_Loewe=-6.92, Synergy_HSA=4.65. (10) Drug 1: CC1=C(C(=CC=C1)Cl)NC(=O)C2=CN=C(S2)NC3=CC(=NC(=N3)C)N4CCN(CC4)CCO. Drug 2: C(CC(=O)O)C(=O)CN.Cl. Cell line: COLO 205. Synergy scores: CSS=5.19, Synergy_ZIP=-3.37, Synergy_Bliss=-0.0112, Synergy_Loewe=-4.43, Synergy_HSA=-4.36.